From a dataset of Reaction yield outcomes from USPTO patents with 853,638 reactions. Predict the reaction yield, written as a fraction of the theoretical maximum amount of product (1.0 means a 100% yield; for example, 0.34 means a 34% yield). (1) The reactants are [CH3:1][C:2]1[C:7]([CH3:8])=[C:6]([O:9][CH2:10][CH2:11][CH2:12][S:13]([CH3:16])(=[O:15])=[O:14])[C:5]([CH3:17])=[C:4]([CH3:18])[C:3]=1[C:19]1[CH:24]=[CH:23][CH:22]=[C:21]([CH2:25][O:26][C:27]2[CH:40]=[CH:39][C:30]3[C@H:31]([CH2:34][C:35]([O:37]C)=[O:36])[CH2:32][O:33][C:29]=3[CH:28]=2)[CH:20]=1.CO.[OH-].[Na+].Cl. The catalyst is O.O1CCCC1. The product is [CH3:1][C:2]1[C:7]([CH3:8])=[C:6]([O:9][CH2:10][CH2:11][CH2:12][S:13]([CH3:16])(=[O:15])=[O:14])[C:5]([CH3:17])=[C:4]([CH3:18])[C:3]=1[C:19]1[CH:24]=[CH:23][CH:22]=[C:21]([CH2:25][O:26][C:27]2[CH:40]=[CH:39][C:30]3[C@H:31]([CH2:34][C:35]([OH:37])=[O:36])[CH2:32][O:33][C:29]=3[CH:28]=2)[CH:20]=1. The yield is 0.940. (2) The reactants are [CH2:1]([N:3]([CH3:17])[C:4](=[O:16])[C:5]1[CH:10]=[CH:9][CH:8]=[CH:7][C:6]=1[NH:11][C:12]([CH3:15])([CH3:14])[CH3:13])[CH3:2].[C:18](=O)([O-])[O-].[K+].[K+].CI. The catalyst is CN(C=O)C. The product is [CH2:1]([N:3]([CH3:17])[C:4](=[O:16])[C:5]1[CH:10]=[CH:9][CH:8]=[CH:7][C:6]=1[N:11]([CH3:18])[C:12]([CH3:13])([CH3:15])[CH3:14])[CH3:2]. The yield is 0.960. (3) The reactants are Br[CH2:2][CH2:3][CH:4]([S:9]([OH:12])(=[O:11])=[O:10])[C:5]([O:7][CH3:8])=[O:6].[C:13]([OH:16])(=[S:15])[CH3:14].CCN(C(C)C)C(C)C. The catalyst is C1COCC1. The product is [C:13]([S:15][CH2:2][CH2:3][CH:4]([S:9]([OH:12])(=[O:11])=[O:10])[C:5]([O:7][CH3:8])=[O:6])(=[O:16])[CH3:14]. The yield is 0.900. (4) The reactants are [C:1]([O:5][C:6]([N:8]1[CH2:12][CH:11]([CH2:13]C(O)=O)[CH:10]([CH2:17][C:18]([OH:20])=O)[CH2:9]1)=[O:7])([CH3:4])([CH3:3])[CH3:2].CC([O-])=O.[Na+]. The catalyst is CC(OC(C)=O)=O. The product is [O:20]=[C:18]1[CH2:13][CH:11]2[CH2:12][N:8]([C:6]([O:5][C:1]([CH3:2])([CH3:3])[CH3:4])=[O:7])[CH2:9][CH:10]2[CH2:17]1. The yield is 0.550. (5) The product is [C:1]([O:5][C:6](=[O:35])[NH:7][C@H:8]([C:29]1[CH:34]=[CH:33][CH:32]=[CH:31][CH:30]=1)[CH2:9][N:10]1[C:15](=[O:16])[C:14]([N:39]2[CH2:40][CH2:41][NH:36][C:37](=[O:42])[CH2:38]2)=[C:13]([CH3:18])[N:12]([CH2:19][C:20]2[C:25]([F:26])=[CH:24][CH:23]=[CH:22][C:21]=2[F:27])[C:11]1=[O:28])([CH3:4])([CH3:3])[CH3:2]. The yield is 0.580. The catalyst is C(#N)C. The reactants are [C:1]([O:5][C:6](=[O:35])[NH:7][C@H:8]([C:29]1[CH:34]=[CH:33][CH:32]=[CH:31][CH:30]=1)[CH2:9][N:10]1[C:15](=[O:16])[C:14](Br)=[C:13]([CH3:18])[N:12]([CH2:19][C:20]2[C:25]([F:26])=[CH:24][CH:23]=[CH:22][C:21]=2[F:27])[C:11]1=[O:28])([CH3:4])([CH3:3])[CH3:2].[NH:36]1[CH2:41][CH2:40][NH:39][CH2:38][C:37]1=[O:42].